Dataset: Full USPTO retrosynthesis dataset with 1.9M reactions from patents (1976-2016). Task: Predict the reactants needed to synthesize the given product. (1) The reactants are: C(O)(=O)C.[NH:5]1[CH2:8][CH:7]([C:9]([O:11][C:12]([CH3:15])([CH3:14])[CH3:13])=[O:10])[CH2:6]1.[CH:16]([C:18]1[CH:25]=[CH:24][C:21]([C:22]#[N:23])=[CH:20][CH:19]=1)=O.C([BH3-])#N.[Na+]. Given the product [C:22]([C:21]1[CH:24]=[CH:25][C:18]([CH2:16][N:5]2[CH2:6][CH:7]([C:9]([O:11][C:12]([CH3:15])([CH3:14])[CH3:13])=[O:10])[CH2:8]2)=[CH:19][CH:20]=1)#[N:23], predict the reactants needed to synthesize it. (2) Given the product [O:50]=[CH:22][CH:19]([O:18][C:17](=[O:23])[NH:16][CH3:24])[CH3:21], predict the reactants needed to synthesize it. The reactants are: C(N1[C@@H](C)[C@H](NC(=O)[C@@H]([N:16]([CH3:24])[C:17](=[O:23])[O:18][C:19]([CH3:22])([CH3:21])C)C)C(=O)N(CC2C=C(Br)C=CC=2OC)C2C=CC(C#N)=CC1=2)(=O)C.C1(B(O)[OH:50])C=CC=CC=1.C(=O)(O)[O-].[Na+]. (3) The reactants are: [Cl:1][C:2]1[CH:3]=[C:4]([C:8]2[CH:13]=[CH:12][C:11]([CH2:14][C@H:15]([NH:19][C@H:20]([C:22]([O:24][CH2:25][CH3:26])=[O:23])[CH3:21])[C:16]([OH:18])=O)=[CH:10][CH:9]=2)[CH:5]=[CH:6][CH:7]=1.ClC(Cl)(OC(=O)OC(Cl)(Cl)Cl)Cl.C(N(CC)CC)C.[CH3:46][O:47][C:48]1[CH:61]=[CH:60][C:51]([CH2:52][N:53]2[C:57]([NH:58][CH3:59])=[N:56][N:55]=[N:54]2)=[CH:50][CH:49]=1. Given the product [CH2:25]([O:24][C:22](=[O:23])[C@@H:20]([NH:19][C@H:15]([C:16](=[O:18])[N:58]([C:57]1[N:53]([CH2:52][C:51]2[CH:60]=[CH:61][C:48]([O:47][CH3:46])=[CH:49][CH:50]=2)[N:54]=[N:55][N:56]=1)[CH3:59])[CH2:14][C:11]1[CH:12]=[CH:13][C:8]([C:4]2[CH:5]=[CH:6][CH:7]=[C:2]([Cl:1])[CH:3]=2)=[CH:9][CH:10]=1)[CH3:21])[CH3:26], predict the reactants needed to synthesize it. (4) Given the product [CH3:1][C:2]1[C:3]([CH:22]([C:25]2[NH:29][C:28]3[CH:30]=[CH:31][C:32]([C:34]#[N:35])=[CH:33][C:27]=3[N:26]=2)[CH2:23][OH:24])=[C:4]2[C:8](=[C:9]([CH3:11])[CH:10]=1)[NH:7][CH:6]=[CH:5]2, predict the reactants needed to synthesize it. The reactants are: [CH3:1][C:2]1[C:3]([CH:22]([C:25]2[NH:29][C:28]3[CH:30]=[CH:31][C:32]([C:34]#[N:35])=[CH:33][C:27]=3[N:26]=2)[CH2:23][OH:24])=[C:4]2[C:8](=[C:9]([CH3:11])[CH:10]=1)[N:7](S(C1C=CC(C)=CC=1)(=O)=O)[CH:6]=[CH:5]2.C(N)CC(C)C.[OH-].[K+]. (5) Given the product [CH2:3]([O:7][C:9]1[C:14]([F:15])=[C:13]([N:16]2[CH2:21][CH:20]([CH3:22])[CH2:19][CH:18]([CH3:23])[CH2:17]2)[N:12]=[CH:11][N:10]=1)[C:4]#[C:5][CH3:6], predict the reactants needed to synthesize it. The reactants are: [H-].[Na+].[CH2:3]([OH:7])[C:4]#[C:5][CH3:6].F[C:9]1[C:14]([F:15])=[C:13]([N:16]2[CH2:21][CH:20]([CH3:22])[CH2:19][CH:18]([CH3:23])[CH2:17]2)[N:12]=[CH:11][N:10]=1.[Cl-].[NH4+]. (6) Given the product [CH3:49][O:50][C:51]1[CH:71]=[CH:70][C:54]([O:55][C:56]2[CH:69]=[CH:68][C:59]([CH2:60][NH:61][C:62]([C:64]3([NH:67][C:39]([C:37]4[CH:36]=[CH:35][CH:34]=[C:33]([OH:32])[N:38]=4)=[O:41])[CH2:65][CH2:66]3)=[O:63])=[CH:58][CH:57]=2)=[C:53]([C:72]([F:73])([F:74])[F:75])[CH:52]=1, predict the reactants needed to synthesize it. The reactants are: CCN(C(C)C)C(C)C.CN(C(ON1N=NC2C=CC=CC1=2)=[N+](C)C)C.[B-](F)(F)(F)F.[OH:32][C:33]1[N:38]=[C:37]([C:39]([OH:41])=O)[CH:36]=[CH:35][CH:34]=1.FC(F)(F)C(O)=O.[CH3:49][O:50][C:51]1[CH:71]=[CH:70][C:54]([O:55][C:56]2[CH:69]=[CH:68][C:59]([CH2:60][NH:61][C:62]([C:64]3([NH2:67])[CH2:66][CH2:65]3)=[O:63])=[CH:58][CH:57]=2)=[C:53]([C:72]([F:75])([F:74])[F:73])[CH:52]=1. (7) Given the product [N+:9]([C:12]1[N:13]([CH2:2][C:3]([NH:5][CH2:6][C:7]#[CH:8])=[O:4])[CH:14]=[CH:15][N:16]=1)([O-:11])=[O:10], predict the reactants needed to synthesize it. The reactants are: Br[CH2:2][C:3]([NH:5][CH2:6][C:7]#[CH:8])=[O:4].[N+:9]([C:12]1[N:13](CC#C)[CH:14]=[CH:15][N:16]=1)([O-:11])=[O:10].C([O-])([O-])=O.[K+].[K+].